Predict the product of the given reaction. From a dataset of Forward reaction prediction with 1.9M reactions from USPTO patents (1976-2016). (1) Given the reactants Cl[C:2]1[CH:7]=[C:6]([N:8]2[CH2:13][CH2:12][N:11]([C:14]3[CH:19]=[CH:18][CH:17]=[CH:16][N:15]=3)[CH2:10][CH2:9]2)[N:5]=[C:4]([N:20]2[CH2:25][CH2:24][O:23][CH2:22][CH2:21]2)[N:3]=1.[F:26][C:27]1[CH:33]=[CH:32][C:30]([NH2:31])=[CH:29][CH:28]=1.CC(C)([O-])C.[K+].C1(P(C2CCCCC2)C2C=CC=CC=2C2C=CC=CC=2)CCCCC1, predict the reaction product. The product is: [F:26][C:27]1[CH:33]=[CH:32][C:30]([NH:31][C:2]2[CH:7]=[C:6]([N:8]3[CH2:13][CH2:12][N:11]([C:14]4[CH:19]=[CH:18][CH:17]=[CH:16][N:15]=4)[CH2:10][CH2:9]3)[N:5]=[C:4]([N:20]3[CH2:25][CH2:24][O:23][CH2:22][CH2:21]3)[N:3]=2)=[CH:29][CH:28]=1. (2) Given the reactants [CH:1]1([NH:6][C:7]([C:9]2[C:13]([N+:14]([O-])=O)=[CH:12][N:11]([CH3:17])[N:10]=2)=[O:8])[CH2:5][CH2:4][CH2:3][CH2:2]1.C([O-])=O.[NH4+], predict the reaction product. The product is: [NH2:14][C:13]1[C:9]([C:7]([NH:6][CH:1]2[CH2:5][CH2:4][CH2:3][CH2:2]2)=[O:8])=[N:10][N:11]([CH3:17])[CH:12]=1. (3) Given the reactants Cl[C:2]1[CH:3]=[CH:4][C:5]2[N:11]3[CH2:12][C@H:8]([CH2:9][CH2:10]3)[N:7]([C:13]([NH:15][C:16]3[CH:21]=[CH:20][CH:19]=[CH:18][N:17]=3)=[O:14])[C:6]=2[N:22]=1.[F:23][C:24]([F:32])([F:31])[CH:25]1[CH2:30][CH2:29][NH:28][CH2:27][CH2:26]1.C1(P(C2CCCCC2)C2C=CC=CC=2C2C(C(C)C)=CC(C(C)C)=CC=2C(C)C)CCCCC1.C(=O)([O-])[O-].[K+].[K+], predict the reaction product. The product is: [N:17]1[CH:18]=[CH:19][CH:20]=[CH:21][C:16]=1[NH:15][C:13]([N:7]1[C@@H:8]2[CH2:12][N:11]([CH2:10][CH2:9]2)[C:5]2[CH:4]=[CH:3][C:2]([N:28]3[CH2:29][CH2:30][CH:25]([C:24]([F:32])([F:31])[F:23])[CH2:26][CH2:27]3)=[N:22][C:6]1=2)=[O:14]. (4) Given the reactants [O:1]=[C:2]1[N:6]([C:7]2[CH:8]=[CH:9][C:10]3[C:16](=O)[C:15](=[CH:18][C:19]4[CH:24]=[CH:23][N:22]=[CH:21][CH:20]=4)[CH2:14][CH2:13][CH2:12][C:11]=3[CH:25]=2)[CH2:5][C@H:4]([CH2:26][NH:27][C:28](=[O:30])[CH3:29])[O:3]1.[OH:31][CH2:32][CH2:33][NH:34][NH2:35], predict the reaction product. The product is: [OH:31][CH2:32][CH2:33][N:34]1[N:35]=[C:16]2[C:15]([CH2:14][CH2:13][CH2:12][C:11]3[CH:25]=[C:7]([N:6]4[CH2:5][C@H:4]([CH2:26][NH:27][C:28](=[O:30])[CH3:29])[O:3][C:2]4=[O:1])[CH:8]=[CH:9][C:10]=32)=[C:18]1[C:19]1[CH:20]=[CH:21][N:22]=[CH:23][CH:24]=1.